Dataset: Forward reaction prediction with 1.9M reactions from USPTO patents (1976-2016). Task: Predict the product of the given reaction. (1) Given the reactants [CH3:1][O:2][C@H:3]([C:7]1[CH:12]=[CH:11][CH:10]=[CH:9][CH:8]=1)[C:4]([OH:6])=[O:5], predict the reaction product. The product is: [CH:7]1([C@@H:3]([O:2][CH3:1])[C:4]([OH:6])=[O:5])[CH2:12][CH2:11][CH2:10][CH2:9][CH2:8]1. (2) Given the reactants [Si]([O:8][CH2:9][CH2:10][O:11][NH:12][C:13](=[O:33])[C:14]1[CH:19]=[C:18]([CH:20]=[O:21])[C:17]([F:22])=[C:16]([F:23])[C:15]=1[NH:24][C:25]1[CH:30]=[CH:29][C:28]([I:31])=[CH:27][C:26]=1[F:32])(C(C)(C)C)(C)C.O.C1(C)C=CC(S(O)(=O)=O)=CC=1, predict the reaction product. The product is: [F:23][C:16]1[C:15]([NH:24][C:25]2[CH:30]=[CH:29][C:28]([I:31])=[CH:27][C:26]=2[F:32])=[C:14]([CH:19]=[C:18]([CH:20]=[O:21])[C:17]=1[F:22])[C:13]([NH:12][O:11][CH2:10][CH2:9][OH:8])=[O:33].